Task: Predict the reactants needed to synthesize the given product.. Dataset: Full USPTO retrosynthesis dataset with 1.9M reactions from patents (1976-2016) (1) Given the product [N:31]1([C:35]([C:37]2[CH:38]=[C:39]([Cl:44])[C:40]([O:1][C:2]3[CH:3]=[C:4]([C:14]4[NH:15][C:16]([C:19]5[S:20][CH:21]=[CH:22][N:23]=5)=[CH:17][CH:18]=4)[CH:5]=[C:6]([O:8][C@@H:9]([CH3:13])[CH2:10][O:11][CH3:12])[CH:7]=3)=[N:41][CH:42]=2)=[O:36])[CH2:34][CH2:33][CH2:32]1, predict the reactants needed to synthesize it. The reactants are: [OH:1][C:2]1[CH:3]=[C:4]([C:14]2[N:15](C(OC(C)(C)C)=O)[C:16]([C:19]3[S:20][CH:21]=[CH:22][N:23]=3)=[CH:17][CH:18]=2)[CH:5]=[C:6]([O:8][C@@H:9]([CH3:13])[CH2:10][O:11][CH3:12])[CH:7]=1.[N:31]1([C:35]([C:37]2[CH:38]=[C:39]([Cl:44])[C:40](Cl)=[N:41][CH:42]=2)=[O:36])[CH2:34][CH2:33][CH2:32]1.[H-].[Na+].[Cl-].[NH4+]. (2) Given the product [N:1]1([C:6]2[CH:13]=[CH:12][C:9]([CH2:10][NH2:11])=[CH:8][CH:7]=2)[CH:5]=[CH:4][CH:3]=[N:2]1, predict the reactants needed to synthesize it. The reactants are: [N:1]1([C:6]2[CH:13]=[CH:12][C:9]([C:10]#[N:11])=[CH:8][CH:7]=2)[CH:5]=[CH:4][CH:3]=[N:2]1.B.O1CCCC1. (3) Given the product [Cl:1][C:2]1[N:3]=[C:4]([N:11]2[CH2:16][CH2:15][O:14][CH2:13][CH2:12]2)[C:5]2[CH:10]=[CH:9][N:8]([CH2:21][CH2:20][N:19]([CH3:23])[CH3:18])[C:6]=2[N:7]=1, predict the reactants needed to synthesize it. The reactants are: [Cl:1][C:2]1[N:3]=[C:4]([N:11]2[CH2:16][CH2:15][O:14][CH2:13][CH2:12]2)[C:5]2[CH:10]=[CH:9][NH:8][C:6]=2[N:7]=1.Cl.[CH3:18][N:19]([CH3:23])[CH2:20][CH2:21]Cl.C([O-])([O-])=O.[Cs+].[Cs+].O. (4) The reactants are: [F:1][C:2]1[CH:7]=[C:6]([CH3:8])[CH:5]=[CH:4][C:3]=1[NH:9][C:10]1[C:19]2[C:14](=[CH:15][C:16]([O:26][CH3:27])=[C:17]([C:20]3[CH2:21][CH2:22][NH:23][CH2:24][CH:25]=3)[CH:18]=2)[N:13]=[N:12][C:11]=1[C:28]([NH2:30])=[O:29]. Given the product [F:1][C:2]1[CH:7]=[C:6]([CH3:8])[CH:5]=[CH:4][C:3]=1[NH:9][C:10]1[C:19]2[C:14](=[CH:15][C:16]([O:26][CH3:27])=[C:17]([CH:20]3[CH2:21][CH2:22][NH:23][CH2:24][CH2:25]3)[CH:18]=2)[N:13]=[N:12][C:11]=1[C:28]([NH2:30])=[O:29], predict the reactants needed to synthesize it.